Task: Regression. Given two drug SMILES strings and cell line genomic features, predict the synergy score measuring deviation from expected non-interaction effect.. Dataset: NCI-60 drug combinations with 297,098 pairs across 59 cell lines Drug 1: CS(=O)(=O)OCCCCOS(=O)(=O)C. Drug 2: CC12CCC3C(C1CCC2OP(=O)(O)O)CCC4=C3C=CC(=C4)OC(=O)N(CCCl)CCCl.[Na+]. Cell line: SN12C. Synergy scores: CSS=10.2, Synergy_ZIP=-7.84, Synergy_Bliss=-3.76, Synergy_Loewe=-2.86, Synergy_HSA=-2.00.